Dataset: Reaction yield outcomes from USPTO patents with 853,638 reactions. Task: Predict the reaction yield, written as a fraction of the theoretical maximum amount of product (1.0 means a 100% yield; for example, 0.34 means a 34% yield). (1) The reactants are [CH3:1][S:2]([NH:5][C:6](=[O:12])[O:7][C:8]([CH3:11])([CH3:10])[CH3:9])(=[O:4])=[O:3].[Li+].CC([N-]C(C)C)C.[C:21]1([P:27](Cl)([C:29]2[CH:34]=[CH:33][CH:32]=[CH:31][CH:30]=2)=[O:28])[CH:26]=[CH:25][CH:24]=[CH:23][CH:22]=1.Cl. The catalyst is C1COCC1.C(OCC)(=O)C.O. The product is [C:8]([O:7][C:6](=[O:12])[NH:5][S:2]([CH2:1][P:27]([C:29]1[CH:30]=[CH:31][CH:32]=[CH:33][CH:34]=1)([C:21]1[CH:26]=[CH:25][CH:24]=[CH:23][CH:22]=1)=[O:28])(=[O:4])=[O:3])([CH3:9])([CH3:11])[CH3:10]. The yield is 0.720. (2) The reactants are [CH3:1][O:2][C:3]1[CH:8]=[CH:7][C:6]([NH2:9])=[CH:5][CH:4]=1.C(N(CC)CC)C.[C:17](O)(=[O:24])[C:18]1[CH:23]=[CH:22][N:21]=[CH:20][CH:19]=1.CCCP1(OP(CCC)(=O)OP(CCC)(=O)O1)=O. The catalyst is C(OCC)(=O)C. The product is [CH3:1][O:2][C:3]1[CH:8]=[CH:7][C:6]([NH:9][C:17](=[O:24])[C:18]2[CH:23]=[CH:22][N:21]=[CH:20][CH:19]=2)=[CH:5][CH:4]=1. The yield is 0.880. (3) The product is [Br:1][C:2]1[CH:7]=[C:6]2[C:5](=[CH:4][CH:3]=1)[O:17][C:18]([CH3:19])=[C:9]([C:10]1[CH:15]=[CH:14][CH:13]=[CH:12][CH:11]=1)[C:8]2=[O:16]. The yield is 0.970. No catalyst specified. The reactants are [Br:1][C:2]1[CH:3]=[CH:4][C:5]([OH:17])=[C:6]([C:8](=[O:16])[CH2:9][C:10]2[CH:15]=[CH:14][CH:13]=[CH:12][CH:11]=2)[CH:7]=1.[C:18](OC(=O)C)(=O)[CH3:19].C([O-])(=O)C.[Na+]. (4) The reactants are [CH:1]1([CH2:7][N:8]2[C:12]([OH:13])=[CH:11][C:10]([C:14]([O:16][CH2:17][CH3:18])=[O:15])=[N:9]2)[CH2:6][CH2:5][CH2:4][CH2:3][CH2:2]1.[O:19](S(C(F)(F)F)(=O)=O)[S:20]([C:23]([F:26])([F:25])[F:24])(=O)=[O:21]. The catalyst is C(Cl)Cl. The product is [CH:1]1([CH2:7][N:8]2[C:12]([O:13][S:20]([C:23]([F:26])([F:25])[F:24])(=[O:21])=[O:19])=[CH:11][C:10]([C:14]([O:16][CH2:17][CH3:18])=[O:15])=[N:9]2)[CH2:2][CH2:3][CH2:4][CH2:5][CH2:6]1. The yield is 0.780. (5) The catalyst is C(Cl)Cl. The yield is 0.310. The product is [C:18]([C:7]1[C:6]2[C:10](=[CH:11][CH:12]=[C:4]([N+:1]([O-:3])=[O:2])[CH:5]=2)[NH:9][CH:8]=1)([CH3:21])([CH3:20])[CH3:19]. The reactants are [N+:1]([C:4]1[CH:5]=[C:6]2[C:10](=[CH:11][CH:12]=1)[NH:9][CH:8]=[CH:7]2)([O-:3])=[O:2].[Al+3].[Cl-].[Cl-].[Cl-].Br[C:18]([CH3:21])([CH3:20])[CH3:19]. (6) The reactants are [H-].C([Al+]CC(C)C)C(C)C.[Br:11][C:12]1[CH:21]=[N:20][CH:19]=[CH:18][C:13]=1[C:14](OC)=[O:15]. The catalyst is C(Cl)Cl. The product is [Br:11][C:12]1[CH:21]=[N:20][CH:19]=[CH:18][C:13]=1[CH2:14][OH:15]. The yield is 0.750. (7) The reactants are Br[C:2]1[CH:3]=[C:4]([CH:8]2[O:12][CH2:11][CH2:10][O:9]2)[CH:5]=[CH:6][CH:7]=1.C([Li])CCC.[C:18]1([S:24][S:24][C:18]2[CH:23]=[CH:22][CH:21]=[CH:20][CH:19]=2)[CH:23]=[CH:22][CH:21]=[CH:20][CH:19]=1.O. The catalyst is O1CCCC1. The product is [C:18]1([S:24][C:2]2[CH:3]=[C:4]([CH:8]3[O:12][CH2:11][CH2:10][O:9]3)[CH:5]=[CH:6][CH:7]=2)[CH:23]=[CH:22][CH:21]=[CH:20][CH:19]=1. The yield is 0.690. (8) The yield is 0.490. The reactants are [Cl:1][C:2]1[CH:8]=[CH:7][C:5]([NH2:6])=[CH:4][CH:3]=1.[N:9]([O-])=O.[Na+].OC=[C:15]1[CH2:20][CH2:19][CH2:18][CH2:17][C:16]1=[O:21].C([O-])(=O)C.[Na+]. The product is [Cl:1][C:2]1[CH:8]=[CH:7][C:5]([NH:6][N:9]=[C:15]2[CH2:20][CH2:19][CH2:18][CH2:17][C:16]2=[O:21])=[CH:4][CH:3]=1. The catalyst is Cl.O.CO.